From a dataset of Full USPTO retrosynthesis dataset with 1.9M reactions from patents (1976-2016). Predict the reactants needed to synthesize the given product. (1) The reactants are: [C:1]([C:5]1[CH:6]=[C:7]([C:11]2([NH:18][C:19](=[O:25])[O:20][C:21]([CH3:24])([CH3:23])[CH3:22])[CH2:16][CH2:15][C:14](=[O:17])[CH2:13][CH2:12]2)[CH:8]=[CH:9][CH:10]=1)([CH3:4])([CH3:3])[CH3:2].C(O[CH:31](N(C)C)[N:32]([CH3:34])[CH3:33])(C)(C)C. Given the product [C:1]([C:5]1[CH:6]=[C:7]([C:11]2([NH:18][C:19](=[O:25])[O:20][C:21]([CH3:24])([CH3:23])[CH3:22])[CH2:16][CH2:15][C:14](=[O:17])/[C:13](=[CH:31]/[N:32]([CH3:34])[CH3:33])/[CH2:12]2)[CH:8]=[CH:9][CH:10]=1)([CH3:4])([CH3:2])[CH3:3], predict the reactants needed to synthesize it. (2) Given the product [Cl:1][C:2]1[C:7]([C:8]2[CH:13]=[CH:12][CH:11]=[C:10]([CH2:14][CH3:15])[CH:9]=2)=[C:6]([C:16]([C@@H:26]2[CH2:31][CH2:30][CH2:29][N:28]([C:32]([C:34]3[CH:43]=[CH:42][C:41]([CH2:44][NH:45][CH3:46])=[CH:40][C:35]=3[C:36]([OH:38])=[O:37])=[O:33])[CH2:27]2)([OH:25])[CH2:17][CH2:18][CH2:19][NH:20][C:21]([O:23][CH3:24])=[O:22])[CH:5]=[CH:4][CH:3]=1, predict the reactants needed to synthesize it. The reactants are: [Cl:1][C:2]1[C:7]([C:8]2[CH:13]=[CH:12][CH:11]=[C:10]([CH2:14][CH3:15])[CH:9]=2)=[C:6]([C:16]([C@@H:26]2[CH2:31][CH2:30][CH2:29][N:28]([C:32]([C:34]3[CH:43]=[CH:42][C:41]([CH2:44][NH:45][CH3:46])=[CH:40][C:35]=3[C:36]([O:38]C)=[O:37])=[O:33])[CH2:27]2)([OH:25])[CH2:17][CH2:18][CH2:19][NH:20][C:21]([O:23][CH3:24])=[O:22])[CH:5]=[CH:4][CH:3]=1.[OH-].[Na+]. (3) Given the product [C:42]([C:41]1[CH:44]=[C:37]([C:2]2[C:3]([N:23]3[CH2:27][CH2:26][C@@H:25]([OH:28])[CH2:24]3)=[N:4][CH:5]=[C:6]([C:7]([NH:9][C:10]3[CH:15]=[CH:14][C:13]([O:16][C:17]([F:20])([F:19])[F:18])=[C:12]([F:21])[CH:11]=3)=[O:8])[CH:22]=2)[CH:38]=[N:39][CH:40]=1)#[N:43], predict the reactants needed to synthesize it. The reactants are: Br[C:2]1[C:3]([N:23]2[CH2:27][CH2:26][C@@H:25]([OH:28])[CH2:24]2)=[N:4][CH:5]=[C:6]([CH:22]=1)[C:7]([NH:9][C:10]1[CH:15]=[CH:14][C:13]([O:16][C:17]([F:20])([F:19])[F:18])=[C:12]([F:21])[CH:11]=1)=[O:8].CC1(C)C(C)(C)OB([C:37]2[CH:38]=[N:39][CH:40]=[C:41]([CH:44]=2)[C:42]#[N:43])O1. (4) Given the product [CH3:25][N:22]1[CH2:23][CH2:24][CH:19]([N:16]2[CH2:15][CH2:14][N:13]([C:11](=[O:12])[CH2:10][C:8]3[N:9]=[C:5]([NH:4][C:32]([C:30]4[S:31][C:27]([Br:26])=[CH:28][CH:29]=4)=[O:33])[S:6][CH:7]=3)[CH2:18][CH2:17]2)[CH2:20][CH2:21]1, predict the reactants needed to synthesize it. The reactants are: Br.Br.Br.[NH2:4][C:5]1[S:6][CH:7]=[C:8]([CH2:10][C:11]([N:13]2[CH2:18][CH2:17][N:16]([CH:19]3[CH2:24][CH2:23][N:22]([CH3:25])[CH2:21][CH2:20]3)[CH2:15][CH2:14]2)=[O:12])[N:9]=1.[Br:26][C:27]1[S:31][C:30]([C:32](O)=[O:33])=[CH:29][CH:28]=1. (5) Given the product [CH2:18]([O:17][C:15](=[O:16])[C:14]([CH3:21])([S:7][CH:4]1[CH2:5][CH2:6][O:1][CH2:2][CH2:3]1)[CH3:20])[CH3:19], predict the reactants needed to synthesize it. The reactants are: [O:1]1[CH2:6][CH2:5][CH:4]([S:7]C(=O)C)[CH2:3][CH2:2]1.[OH-].[K+].Br[C:14]([CH3:21])([CH3:20])[C:15]([O:17][CH2:18][CH3:19])=[O:16].